From a dataset of Forward reaction prediction with 1.9M reactions from USPTO patents (1976-2016). Predict the product of the given reaction. (1) Given the reactants [Br:1][CH2:2][C:3]1[CH:11]=[CH:10][CH:9]=[C:8]2[C:4]=1[CH:5]=[N:6][NH:7]2.[O:12]1[CH:17]=[CH:16][CH2:15][CH2:14][CH2:13]1.O.C1(C)C=CC(S(O)(=O)=O)=CC=1.C(=O)([O-])[O-].[Na+].[Na+], predict the reaction product. The product is: [Br:1][CH2:2][C:3]1[CH:11]=[CH:10][CH:9]=[C:8]2[C:4]=1[CH:5]=[N:6][N:7]2[CH:13]1[CH2:14][CH2:15][CH2:16][CH2:17][O:12]1. (2) The product is: [F:24][CH:2]([F:1])[C:3]1[CH:4]=[CH:5][C:6]([O:9][C@H:10]2[C@@H:15]3[CH2:16][C@@H:12]([CH2:13][NH:14]3)[CH2:11]2)=[N:7][CH:8]=1. Given the reactants [F:1][CH:2]([F:24])[C:3]1[CH:4]=[CH:5][C:6]([O:9][C@H:10]2[C@@H:15]3[CH2:16][C@@H:12]([CH2:13][N:14]3C(OC(C)(C)C)=O)[CH2:11]2)=[N:7][CH:8]=1.Cl, predict the reaction product. (3) The product is: [NH2:1][C@H:2]([C:5]([OH:7])=[O:6])[CH2:3][NH2:4].[OH:31][C:25]([C:27]([F:30])([F:29])[F:28])=[O:26].[CH3:15][N:16]1[CH2:21][CH2:20][N:19]([CH2:22][CH2:23][NH2:24])[CH2:18][CH2:17]1. Given the reactants [NH:1](C(OC(C)(C)C)=O)[C@H:2]([C:5]([OH:7])=[O:6])[CH2:3][NH2:4].[CH3:15][N:16]1[CH2:21][CH2:20][N:19]([CH2:22][CH2:23][NH2:24])[CH2:18][CH2:17]1.[C:25]([OH:31])([C:27]([F:30])([F:29])[F:28])=[O:26], predict the reaction product.